This data is from Catalyst prediction with 721,799 reactions and 888 catalyst types from USPTO. The task is: Predict which catalyst facilitates the given reaction. Reactant: [OH:1][C:2]1[CH:11]=[C:10]([I:12])[CH:9]=[CH:8][C:3]=1[C:4]([O:6][CH3:7])=[O:5].C(=O)([O-])[O-].[Cs+].[Cs+].[CH2:19](I)[CH2:20][CH2:21][CH2:22][CH2:23][CH2:24][CH3:25].Cl. Product: [CH2:19]([O:1][C:2]1[CH:11]=[C:10]([I:12])[CH:9]=[CH:8][C:3]=1[C:4]([O:6][CH3:7])=[O:5])[CH2:20][CH2:21][CH2:22][CH2:23][CH2:24][CH3:25]. The catalyst class is: 9.